This data is from Full USPTO retrosynthesis dataset with 1.9M reactions from patents (1976-2016). The task is: Predict the reactants needed to synthesize the given product. (1) Given the product [CH3:18][NH:17][C@H:14]1[CH2:15][CH2:16][C@H:11]([CH2:9][OH:8])[CH2:12][CH2:13]1, predict the reactants needed to synthesize it. The reactants are: [H-].[H-].[H-].[H-].[Li+].[Al+3].C[O:8][C:9]([C@H:11]1[CH2:16][CH2:15][C@H:14]([NH:17][C:18](OC(C)(C)C)=O)[CH2:13][CH2:12]1)=O.O. (2) Given the product [CH2:40]([O:27][C:26](=[O:28])[C@@H:22]([NH:21][C:14]([O:16][C:17]([CH3:20])([CH3:19])[CH3:18])=[O:15])[CH2:23][O:24][CH3:25])[C:41]1[CH:46]=[CH:45][CH:44]=[CH:43][CH:42]=1, predict the reactants needed to synthesize it. The reactants are: C1([NH2+]C2CCCCC2)CCCCC1.[C:14]([NH:21][C@H:22]([C:26]([O-:28])=[O:27])[CH2:23][O:24][CH3:25])([O:16][C:17]([CH3:20])([CH3:19])[CH3:18])=[O:15].C(N(CC)CC)C.ClC(O[CH2:40][C:41]1[CH:46]=[CH:45][CH:44]=[CH:43][CH:42]=1)=O. (3) Given the product [F:34][C:33]([F:35])([F:36])[C:31]1[CH:32]=[C:27]([C@H:24]2[O:23][C:22](=[O:41])[N:21]([CH2:20][C:4]3[CH:3]=[C:2]([S:50][CH3:49])[CH:7]=[CH:6][C:5]=3[C:8]3[CH:13]=[C:12]([CH:14]([CH3:15])[CH3:16])[C:11]([F:17])=[CH:10][C:9]=3[O:18][CH3:19])[C@H:25]2[CH3:26])[CH:28]=[C:29]([C:37]([F:39])([F:38])[F:40])[CH:30]=1, predict the reactants needed to synthesize it. The reactants are: N[C:2]1[CH:7]=[CH:6][C:5]([C:8]2[CH:13]=[C:12]([CH:14]([CH3:16])[CH3:15])[C:11]([F:17])=[CH:10][C:9]=2[O:18][CH3:19])=[C:4]([CH2:20][N:21]2[C@@H:25]([CH3:26])[C@@H:24]([C:27]3[CH:32]=[C:31]([C:33]([F:36])([F:35])[F:34])[CH:30]=[C:29]([C:37]([F:40])([F:39])[F:38])[CH:28]=3)[O:23][C:22]2=[O:41])[CH:3]=1.N(OC(C)(C)C)=O.[CH3:49][S:50]SC. (4) Given the product [CH3:15][N:16]([CH3:17])[C:2]1[N:10]=[CH:9][C:8]([N+:11]([O-:13])=[O:12])=[CH:7][C:3]=1[C:4]([OH:6])=[O:5], predict the reactants needed to synthesize it. The reactants are: Cl[C:2]1[N:10]=[CH:9][C:8]([N+:11]([O-:13])=[O:12])=[CH:7][C:3]=1[C:4]([OH:6])=[O:5].Cl.[CH3:15][NH:16][CH3:17].C(=O)([O-])[O-].[K+].[K+]. (5) Given the product [CH3:20][O:13][C:12](=[O:14])[CH2:11][CH:3]1[CH2:4][C:5]2[C:10](=[CH:9][CH:8]=[CH:7][CH:6]=2)[C:2]1=[O:1], predict the reactants needed to synthesize it. The reactants are: [O:1]=[C:2]1[C:10]2[C:5](=[CH:6][CH:7]=[CH:8][CH:9]=2)[CH2:4][CH:3]1[CH2:11][C:12]([OH:14])=[O:13].S(=O)(=O)(O)O.[CH3:20]O. (6) Given the product [CH2:28]([N:17]1[C:18]2[CH:6]=[CH:7][CH:8]=[C:9]([B:30]([OH:35])[OH:31])[C:10]=2[C:11]2[C:16]1=[CH:15][CH:14]=[CH:13][CH:12]=2)[CH2:27][CH2:26][CH2:25][CH2:10][CH2:18][CH2:6][CH2:7][CH2:8][CH3:9], predict the reactants needed to synthesize it. The reactants are: BrC(CCCCCC)CCC[C:6]1[C:18]2[NH:17][C:16]3[C:11](=[CH:12][CH:13]=[CH:14][CH:15]=3)[C:10]=2[CH:9]=[CH:8][CH:7]=1.[CH2:25]([Li])[CH2:26][CH2:27][CH3:28].[B:30]([O:35]C)(OC)[O:31]C.Cl. (7) The reactants are: [Br:1]Br.Cl.[C:4]([C:7]1([C:13]2[CH:18]=[CH:17][CH:16]=[CH:15][CH:14]=2)[CH2:12][CH2:11][NH:10][CH2:9][CH2:8]1)(=[O:6])[CH3:5].CCOCC. Given the product [BrH:1].[Br:1][CH2:5][C:4]([C:7]1([C:13]2[CH:18]=[CH:17][CH:16]=[CH:15][CH:14]=2)[CH2:8][CH2:9][NH:10][CH2:11][CH2:12]1)=[O:6], predict the reactants needed to synthesize it. (8) The reactants are: [Cl:1][C:2]1[CH:7]=[CH:6][C:5](/[CH:8]=[CH:9]/[C:10]([OH:12])=O)=[C:4]([CH2:13][N:14]2[N:18]=[N:17][C:16]([CH3:19])=[N:15]2)[CH:3]=1.[CH:20]([C:23]1[N:27]=[C:26]([CH:28]2[CH2:33][CH2:32][CH2:31][CH2:30][NH:29]2)[O:25][N:24]=1)([CH3:22])[CH3:21].CCN(C(C)C)C(C)C.C(P1(=O)OP(CCC)(=O)OP(CCC)(=O)O1)CC. Given the product [Cl:1][C:2]1[CH:7]=[CH:6][C:5](/[CH:8]=[CH:9]/[C:10]([N:29]2[CH2:30][CH2:31][CH2:32][CH2:33][CH:28]2[C:26]2[O:25][N:24]=[C:23]([CH:20]([CH3:22])[CH3:21])[N:27]=2)=[O:12])=[C:4]([CH2:13][N:14]2[N:18]=[N:17][C:16]([CH3:19])=[N:15]2)[CH:3]=1, predict the reactants needed to synthesize it. (9) Given the product [CH:2]([C:3]1[CH:36]=[CH:35][C:6]([C:7]([CH2:9][NH:10][CH2:11][CH2:12][N:13]2[CH2:18][CH2:17][CH:16]([O:19][C:20](=[O:34])[NH:21][C:22]3[CH:27]=[CH:26][CH:25]=[CH:24][C:23]=3[C:28]3[CH:33]=[CH:32][CH:31]=[CH:30][CH:29]=3)[CH2:15][CH2:14]2)=[O:8])=[C:5]([O:37][CH3:38])[CH:4]=1)=[O:1], predict the reactants needed to synthesize it. The reactants are: [OH:1][CH2:2][C:3]1[CH:36]=[CH:35][C:6]([C:7]([CH2:9][NH:10][CH2:11][CH2:12][N:13]2[CH2:18][CH2:17][CH:16]([O:19][C:20](=[O:34])[NH:21][C:22]3[CH:27]=[CH:26][CH:25]=[CH:24][C:23]=3[C:28]3[CH:33]=[CH:32][CH:31]=[CH:30][CH:29]=3)[CH2:15][CH2:14]2)=[O:8])=[C:5]([O:37][CH3:38])[CH:4]=1.CS(C)=O.CCN(C(C)C)C(C)C.